This data is from Catalyst prediction with 721,799 reactions and 888 catalyst types from USPTO. The task is: Predict which catalyst facilitates the given reaction. (1) Reactant: [CH2:1]([O:3][C:4]([C:6]1[C:7]([CH:21]2[CH2:23][CH2:22]2)=[N:8][N:9]([CH2:11][C:12]2[CH:13]=[N:14][C:15](Cl)=[C:16]([O:18][CH3:19])[CH:17]=2)[CH:10]=1)=[O:5])[CH3:2].[NH:24]1[CH2:28][CH2:27][CH2:26][CH2:25]1.C([O-])(O)=O.[Na+]. Product: [CH2:1]([O:3][C:4]([C:6]1[C:7]([CH:21]2[CH2:23][CH2:22]2)=[N:8][N:9]([CH2:11][C:12]2[CH:13]=[N:14][C:15]([N:24]3[CH2:28][CH2:27][CH2:26][CH2:25]3)=[C:16]([O:18][CH3:19])[CH:17]=2)[CH:10]=1)=[O:5])[CH3:2]. The catalyst class is: 155. (2) Reactant: [CH3:1][C:2]([O:5][C:6]([NH:8][CH:9]1[CH2:14][CH2:13][NH:12][CH2:11][CH2:10]1)=[O:7])([CH3:4])[CH3:3].C(N(CC)CC)C.[F:22][C:23]([F:29])([F:28])[S:24](Cl)(=[O:26])=[O:25].C(=O)(O)[O-].[Na+]. Product: [F:22][C:23]([F:29])([F:28])[S:24]([N:12]1[CH2:11][CH2:10][CH:9]([NH:8][C:6](=[O:7])[O:5][C:2]([CH3:1])([CH3:3])[CH3:4])[CH2:14][CH2:13]1)(=[O:26])=[O:25]. The catalyst class is: 172. (3) Reactant: C([O:3][C:4](=[O:33])[CH2:5][C:6]1[CH:11]=[CH:10][CH:9]=[C:8]([O:12][C:13]2[CH:18]=[CH:17][C:16]([C:19]3[CH:20]=[N:21][N:22]([CH3:24])[CH:23]=3)=[CH:15][C:14]=2[CH2:25][S:26][C:27]2[CH:32]=[CH:31][CH:30]=[CH:29][CH:28]=2)[CH:7]=1)C.[OH-].[Li+]. Product: [CH3:24][N:22]1[CH:23]=[C:19]([C:16]2[CH:17]=[CH:18][C:13]([O:12][C:8]3[CH:7]=[C:6]([CH2:5][C:4]([OH:33])=[O:3])[CH:11]=[CH:10][CH:9]=3)=[C:14]([CH2:25][S:26][C:27]3[CH:32]=[CH:31][CH:30]=[CH:29][CH:28]=3)[CH:15]=2)[CH:20]=[N:21]1. The catalyst class is: 149. (4) Reactant: [Br:1][C:2]1[CH:3]=[C:4]([NH:9][C:10]2[C:11]3[CH:19]=[C:18](F)[N:17]=[CH:16][C:12]=3[N:13]=[CH:14][N:15]=2)[CH:5]=[CH:6][C:7]=1[Br:8].[CH3:21][O:22][C:23]1[CH:30]=[CH:29][C:26]([CH2:27][NH2:28])=[CH:25][CH:24]=1.O. Product: [Br:1][C:2]1[CH:3]=[C:4]([NH:9][C:10]2[C:11]3[CH:19]=[C:18]([NH:28][CH2:27][C:26]4[CH:29]=[CH:30][C:23]([O:22][CH3:21])=[CH:24][CH:25]=4)[N:17]=[CH:16][C:12]=3[N:13]=[CH:14][N:15]=2)[CH:5]=[CH:6][C:7]=1[Br:8]. The catalyst class is: 16. (5) Product: [Cl:1][C:2]1[C:3]([F:44])=[C:4]([C@@H:8]2[C@:12]([C:15]3[CH:20]=[CH:19][C:18]([Cl:21])=[CH:17][C:16]=3[F:22])([C:13]#[N:14])[C@H:11]([CH2:23][C:24]([CH3:27])([CH3:25])[CH3:26])[NH:10][C@H:9]2[C:28]([NH:30][C:31]2[CH:43]=[CH:42][C:34]3[NH:35][C:36]([C:38]([OH:40])=[O:39])=[N:37][C:33]=3[CH:32]=2)=[O:29])[CH:5]=[CH:6][CH:7]=1. Reactant: [Cl:1][C:2]1[C:3]([F:44])=[C:4]([C@@H:8]2[C@:12]([C:15]3[CH:20]=[CH:19][C:18]([Cl:21])=[CH:17][C:16]=3[F:22])([C:13]#[N:14])[C@H:11]([CH2:23][C:24]([CH3:27])([CH3:26])[CH3:25])[NH:10][C@H:9]2[C:28]([NH:30][C:31]2[CH:43]=[CH:42][C:34]3[NH:35][C:36]([C:38]([O:40]C)=[O:39])=[N:37][C:33]=3[CH:32]=2)=[O:29])[CH:5]=[CH:6][CH:7]=1.O.[OH-].[Li+].Cl. The catalyst class is: 20. (6) Reactant: [N:1]1[C:10]2[C:5](=[CH:6][C:7]([C:11]([OH:13])=O)=[CH:8][CH:9]=2)[N:4]=[CH:3][CH:2]=1.[O:14]([C:21]1[CH:28]=[CH:27][C:24](CN)=[CH:23][CH:22]=1)[C:15]1[CH:20]=[CH:19][CH:18]=[CH:17][CH:16]=1.[N:29]1C=CC=C[C:30]=1OCC1C=CC(CNC(C2C(N)=NC(N)=CN=2)=O)=CC=1.F[P-](F)(F)(F)(F)F.N1(O[P+](N2CCCC2)(N2CCCC2)N2CCCC2)C2C=CC=CC=2N=N1.C(N(CC)CC)C.FC(F)(F)C(O)=O. Product: [O:14]([C:15]1[CH:16]=[C:17]([CH:18]=[CH:19][CH:20]=1)[CH2:30][NH:29][C:11]([C:7]1[CH:6]=[C:5]2[C:10](=[CH:9][CH:8]=1)[N:1]=[CH:2][CH:3]=[N:4]2)=[O:13])[C:21]1[CH:22]=[CH:23][CH:24]=[CH:27][CH:28]=1. The catalyst class is: 9.